Dataset: Forward reaction prediction with 1.9M reactions from USPTO patents (1976-2016). Task: Predict the product of the given reaction. (1) Given the reactants [Cl:1][C:2]1[CH:3]=[C:4]2[C:12](=[C:13]([NH:15][C:16]([C@H:18]3[N:23]([CH2:24][C:25](O)=[O:26])[CH2:22][C:21]([CH3:29])([CH3:28])[O:20][CH2:19]3)=[O:17])[CH:14]=1)[NH:11][C:10]1[CH:9]=[N:8][CH:7]=[CH:6][C:5]2=1.[NH:30]1[CH2:35][CH2:34][O:33][CH2:32][CH2:31]1.C([O-])(=O)C.[NH4+], predict the reaction product. The product is: [Cl:1][C:2]1[CH:3]=[C:4]2[C:12](=[C:13]([NH:15][C:16]([C@@H:18]3[CH2:19][O:20][C:21]([CH3:29])([CH3:28])[CH2:22][N:23]3[CH2:24][C:25]([N:30]3[CH2:35][CH2:34][O:33][CH2:32][CH2:31]3)=[O:26])=[O:17])[CH:14]=1)[NH:11][C:10]1[CH:9]=[N:8][CH:7]=[CH:6][C:5]2=1. (2) Given the reactants Br[C:2]1[CH:7]=[CH:6][C:5]([Br:8])=[CH:4][N:3]=1.[NH:9]1[CH2:14][CH2:13][S:12](=[O:16])(=[O:15])[CH2:11][CH2:10]1, predict the reaction product. The product is: [Br:8][C:5]1[CH:6]=[CH:7][C:2]([N:9]2[CH2:14][CH2:13][S:12](=[O:16])(=[O:15])[CH2:11][CH2:10]2)=[N:3][CH:4]=1. (3) Given the reactants [CH3:1][O:2][C:3]1[CH:4]=[C:5]([CH2:13][CH2:14][C@H:15]([C:17]2[CH:22]=[CH:21][CH:20]=[C:19]([O:23][CH2:24][C:25]([O:27][C:28]([CH3:31])([CH3:30])[CH3:29])=[O:26])[CH:18]=2)[OH:16])[CH:6]=[C:7]([O:11][CH3:12])[C:8]=1[O:9][CH3:10].[O:32]=[C:33]([N:41]1[CH2:46][CH2:45][CH2:44][CH2:43][C@H:42]1[C:47](O)=[O:48])[C:34](=[O:40])[C:35]([CH3:39])([CH3:38])[CH2:36][CH3:37].C1(N=C=NC2CCCCC2)CCCCC1, predict the reaction product. The product is: [CH3:38][C:35]([CH3:39])([CH2:36][CH3:37])[C:34](=[O:40])[C:33]([N:41]1[CH2:46][CH2:45][CH2:44][CH2:43][C@H:42]1[C:47]([O:16][C@@H:15]([C:17]1[CH:22]=[CH:21][CH:20]=[C:19]([O:23][CH2:24][C:25]([O:27][C:28]([CH3:31])([CH3:30])[CH3:29])=[O:26])[CH:18]=1)[CH2:14][CH2:13][C:5]1[CH:4]=[C:3]([O:2][CH3:1])[C:8]([O:9][CH3:10])=[C:7]([O:11][CH3:12])[CH:6]=1)=[O:48])=[O:32]. (4) Given the reactants Cl.[CH:2]([NH:5][OH:6])([CH3:4])[CH3:3].[C:7]([NH:11][S:12]([C:15]1[CH:22]=[CH:21][C:18]([CH:19]=O)=[CH:17][CH:16]=1)(=[O:14])=[O:13])([CH3:10])([CH3:9])[CH3:8], predict the reaction product. The product is: [CH:2]([N+:5]([O-:6])=[CH:19][C:18]1[CH:17]=[CH:16][C:15]([S:12](=[O:14])(=[O:13])[NH:11][C:7]([CH3:8])([CH3:10])[CH3:9])=[CH:22][CH:21]=1)([CH3:4])[CH3:3]. (5) Given the reactants [F:1][C:2]1[CH:9]=[CH:8][C:5]([CH:6]=[O:7])=[C:4]([OH:10])[CH:3]=1.[CH2:11](Cl)[C:12]1[CH:17]=[CH:16][CH:15]=[CH:14][CH:13]=1.C([O-])([O-])=O.[K+].[K+].CCOC(C)=O.O, predict the reaction product. The product is: [CH2:11]([O:10][C:4]1[CH:3]=[C:2]([F:1])[CH:9]=[CH:8][C:5]=1[CH:6]=[O:7])[C:12]1[CH:17]=[CH:16][CH:15]=[CH:14][CH:13]=1.